Dataset: Forward reaction prediction with 1.9M reactions from USPTO patents (1976-2016). Task: Predict the product of the given reaction. (1) Given the reactants Cl.[F:2][C:3]([F:20])([F:19])[C:4]1[CH:5]=[C:6]([CH:16]=[CH:17][CH:18]=1)[CH2:7][O:8][N:9]=[C:10]1[CH2:15][CH2:14][NH:13][CH2:12][CH2:11]1.[F:21][C:22]1[CH:27]=[CH:26][C:25]([CH:28]([C:34]2[CH:39]=[CH:38][C:37]([F:40])=[CH:36][CH:35]=2)[CH2:29][CH2:30][C:31](O)=[O:32])=[CH:24][CH:23]=1.ON1C2C=CC=CC=2N=N1.Cl.C(N=C=NCCCN(C)C)C.C(N(CC)CC)C.C([O-])(O)=O.[Na+], predict the reaction product. The product is: [F:20][C:3]([F:2])([F:19])[C:4]1[CH:5]=[C:6]([CH:16]=[CH:17][CH:18]=1)[CH2:7][O:8][N:9]=[C:10]1[CH2:15][CH2:14][N:13]([C:31](=[O:32])[CH2:30][CH2:29][CH:28]([C:34]2[CH:39]=[CH:38][C:37]([F:40])=[CH:36][CH:35]=2)[C:25]2[CH:26]=[CH:27][C:22]([F:21])=[CH:23][CH:24]=2)[CH2:12][CH2:11]1. (2) The product is: [F:1][C:2]([F:7])([F:6])[CH2:3][CH:4]([OH:5])[C:14]#[N:15]. Given the reactants [F:1][C:2]([F:7])([F:6])[CH2:3][CH:4]=[O:5].S([O-])(O)(=O)=O.[Na+].[C-:14]#[N:15].[K+], predict the reaction product. (3) Given the reactants [CH3:1][C:2]1[C:3]([O:20][CH3:21])=[C:4]([C:8]([CH3:19])([CH3:18])[CH2:9][C:10]([OH:17])([C:13]([F:16])([F:15])[F:14])[CH:11]=O)[CH:5]=[CH:6][CH:7]=1.[NH2:22][C:23]1[CH:32]=[CH:31][CH:30]=[C:29]2[C:24]=1[CH:25]=[N:26][N:27]([CH3:34])[C:28]2=[O:33], predict the reaction product. The product is: [CH3:21][O:20][C:3]1[C:2]([CH3:1])=[CH:7][CH:6]=[C:5]2[C:4]=1[C:8]([CH3:18])([CH3:19])[CH2:9][C:10]([OH:17])([C:13]([F:14])([F:15])[F:16])[CH:11]2[NH:22][C:23]1[CH:32]=[CH:31][CH:30]=[C:29]2[C:24]=1[CH:25]=[N:26][N:27]([CH3:34])[C:28]2=[O:33]. (4) Given the reactants [CH2:1]([C:5]1[CH:12]=[CH:11][C:8]([CH:9]=O)=[CH:7][CH:6]=1)[CH:2]([CH3:4])[CH3:3].[NH2:13][C:14]1[N:15]=[N:16][C:17]([CH3:20])=[CH:18][CH:19]=1.C(O[C:24](=[O:39])[C:25]([OH:38])=[CH:26][C:27]([C:29]1[CH:34]=[CH:33][C:32]([CH:35]([CH3:37])[CH3:36])=[CH:31][CH:30]=1)=[O:28])C, predict the reaction product. The product is: [OH:38][C:25]1[C:24](=[O:39])[N:13]([C:14]2[N:15]=[N:16][C:17]([CH3:20])=[CH:18][CH:19]=2)[CH:9]([C:8]2[CH:11]=[CH:12][C:5]([CH2:1][CH:2]([CH3:4])[CH3:3])=[CH:6][CH:7]=2)[C:26]=1[C:27](=[O:28])[C:29]1[CH:30]=[CH:31][C:32]([CH:35]([CH3:36])[CH3:37])=[CH:33][CH:34]=1. (5) Given the reactants [C:1]1([OH:11])[C:10]2[CH2:9][CH2:8][CH2:7][CH2:6][C:5]=2[CH:4]=[CH:3][CH:2]=1.[CH3:12][C:13]1[O:17][C:16]([C:18]2[CH:23]=[CH:22][CH:21]=[CH:20][CH:19]=2)=[N:15][C:14]=1[CH2:24][CH2:25]OS(C)(=O)=O, predict the reaction product. The product is: [CH3:12][C:13]1[O:17][C:16]([C:18]2[CH:19]=[CH:20][CH:21]=[CH:22][CH:23]=2)=[N:15][C:14]=1[CH2:24][CH2:25][O:11][C:1]1[C:10]2[CH2:9][CH2:8][CH2:7][CH2:6][C:5]=2[CH:4]=[CH:3][CH:2]=1. (6) Given the reactants [NH2:1][C@@H:2]([C:7]([OH:9])=[O:8])[C:3]([SH:6])([CH3:5])[CH3:4].[OH-].[Na+].[CH3:12][O:13][CH2:14][CH2:15]Br.[C:17](O[C:17]([O:19][C:20]([CH3:23])([CH3:22])[CH3:21])=[O:18])([O:19][C:20]([CH3:23])([CH3:22])[CH3:21])=[O:18], predict the reaction product. The product is: [C:20]([O:19][C:17]([NH:1][C@H:2]([C:3]([S:6][CH2:15][CH2:14][O:13][CH3:12])([CH3:5])[CH3:4])[C:7]([OH:9])=[O:8])=[O:18])([CH3:21])([CH3:23])[CH3:22]. (7) Given the reactants [Cl:1][C:2]1[CH:3]=[C:4]([CH2:24][C:25]([O:27][CH2:28][CH3:29])=[O:26])[CH:5]=[C:6]([C:14]2[CH:19]=[CH:18][C:17]([C:20]([F:23])([F:22])[F:21])=[CH:16][CH:15]=2)[C:7]=1[O:8][CH2:9][C:10]([F:13])([F:12])[F:11].[H-].[Na+].[CH2:32](Br)[CH:33]([CH3:35])[CH3:34].[NH4+].[Cl-], predict the reaction product. The product is: [Cl:1][C:2]1[CH:3]=[C:4]([CH:24]([CH2:32][CH:33]([CH3:35])[CH3:34])[C:25]([O:27][CH2:28][CH3:29])=[O:26])[CH:5]=[C:6]([C:14]2[CH:15]=[CH:16][C:17]([C:20]([F:21])([F:22])[F:23])=[CH:18][CH:19]=2)[C:7]=1[O:8][CH2:9][C:10]([F:13])([F:12])[F:11].